This data is from Forward reaction prediction with 1.9M reactions from USPTO patents (1976-2016). The task is: Predict the product of the given reaction. (1) Given the reactants [Br:1][C:2]1[CH:3]=[C:4]([NH:18][C:19]2[CH:20]=[N:21][CH:22]=[CH:23][CH:24]=2)[CH:5]=[C:6]([O:8]CC2C=CC(OC)=CC=2)[CH:7]=1.C1(SC)C=CC=CC=1.FC(F)(F)C(O)=O, predict the reaction product. The product is: [Br:1][C:2]1[CH:7]=[C:6]([OH:8])[CH:5]=[C:4]([NH:18][C:19]2[CH:20]=[N:21][CH:22]=[CH:23][CH:24]=2)[CH:3]=1. (2) Given the reactants [N:1]1([CH2:7][C:8]2[CH:9]=[C:10]([NH2:15])[C:11]([NH2:14])=[CH:12][CH:13]=2)[CH2:6][CH2:5][O:4][CH2:3][CH2:2]1.[N+:16]([C:19]1[C:20]([C:24](O)=O)=[N:21][NH:22][CH:23]=1)([O-:18])=[O:17].[B-](F)(F)(F)F.CN(C(ON1N=NC2C1=CC=CC=2)=[N+](C)C)C, predict the reaction product. The product is: [N:1]1([CH2:7][C:8]2[CH:13]=[CH:12][C:11]3[NH:14][C:24]([C:20]4[C:19]([N+:16]([O-:18])=[O:17])=[CH:23][NH:22][N:21]=4)=[N:15][C:10]=3[CH:9]=2)[CH2:6][CH2:5][O:4][CH2:3][CH2:2]1. (3) Given the reactants [Br:1][C:2]1[CH:3]=[C:4]2[C:9](=[CH:10][CH:11]=1)[N:8]=[C:7](O)[CH:6]=[C:5]2[NH:13][C:14]1[CH:19]=[CH:18][C:17]([Cl:20])=[C:16]([Cl:21])[CH:15]=1.O=P(Cl)(Cl)[Cl:24], predict the reaction product. The product is: [Br:1][C:2]1[CH:3]=[C:4]2[C:9](=[CH:10][CH:11]=1)[N:8]=[C:7]([Cl:24])[CH:6]=[C:5]2[NH:13][C:14]1[CH:19]=[CH:18][C:17]([Cl:20])=[C:16]([Cl:21])[CH:15]=1.